Dataset: NCI-60 drug combinations with 297,098 pairs across 59 cell lines. Task: Regression. Given two drug SMILES strings and cell line genomic features, predict the synergy score measuring deviation from expected non-interaction effect. (1) Drug 1: CC12CCC3C(C1CCC2=O)CC(=C)C4=CC(=O)C=CC34C. Drug 2: CC1C(C(CC(O1)OC2CC(CC3=C2C(=C4C(=C3O)C(=O)C5=C(C4=O)C(=CC=C5)OC)O)(C(=O)CO)O)N)O.Cl. Cell line: PC-3. Synergy scores: CSS=42.8, Synergy_ZIP=-2.10, Synergy_Bliss=-2.45, Synergy_Loewe=-1.79, Synergy_HSA=-0.869. (2) Drug 1: C1=CN(C=N1)CC(O)(P(=O)(O)O)P(=O)(O)O. Drug 2: CC1=C(N=C(N=C1N)C(CC(=O)N)NCC(C(=O)N)N)C(=O)NC(C(C2=CN=CN2)OC3C(C(C(C(O3)CO)O)O)OC4C(C(C(C(O4)CO)O)OC(=O)N)O)C(=O)NC(C)C(C(C)C(=O)NC(C(C)O)C(=O)NCCC5=NC(=CS5)C6=NC(=CS6)C(=O)NCCC[S+](C)C)O. Cell line: SN12C. Synergy scores: CSS=14.7, Synergy_ZIP=-1.50, Synergy_Bliss=6.69, Synergy_Loewe=1.00, Synergy_HSA=5.24.